From a dataset of Full USPTO retrosynthesis dataset with 1.9M reactions from patents (1976-2016). Predict the reactants needed to synthesize the given product. (1) Given the product [Br:1][C:2]1[CH:3]=[CH:4][C:5]([F:13])=[C:6]([CH:8]=[CH:9][C:10]([N:16]([O:17][CH3:18])[CH3:15])=[O:11])[CH:7]=1, predict the reactants needed to synthesize it. The reactants are: [Br:1][C:2]1[CH:3]=[CH:4][C:5]([F:13])=[C:6]([CH:8]=[CH:9][C:10](Cl)=[O:11])[CH:7]=1.Cl.[CH3:15][NH:16][O:17][CH3:18].N1C=CC=CC=1. (2) Given the product [Cl:1][C:2]1[C:7]2[N:8]=[CH:9][C:10]3[N:11]([CH2:12][N:13]([O:15][CH:23]([F:28])[F:27])[CH:14]=3)[C:6]=2[N:5]([CH2:16][CH2:17][CH3:18])[CH2:4][C:3]=1[CH3:19], predict the reactants needed to synthesize it. The reactants are: [Cl:1][C:2]1[C:7]2[N:8]=[CH:9][C:10]3[N:11]([CH2:12][N:13]([OH:15])[CH:14]=3)[C:6]=2[N:5]([CH2:16][CH2:17][CH3:18])[CH2:4][C:3]=1[CH3:19].[OH-].[Na+].Cl[C:23]([F:28])([F:27])C(O)=O. (3) Given the product [C:25]([OH:24])(=[O:34])[C:35]([OH:37])=[O:38].[O:2]=[C:3]1[C:8]([CH2:9][N:10]2[CH2:11][CH2:12][CH:13](/[CH:16]=[CH:17]/[C:18]3[CH:23]=[CH:22][CH:21]=[CH:20][C:19]=3[O:24][CH2:25][CH:26]3[CH2:31][CH2:30][CH2:29][CH2:28][CH2:27]3)[CH2:14][CH2:15]2)=[CH:7][CH:6]=[CH:5][NH:4]1, predict the reactants needed to synthesize it. The reactants are: C[O:2][C:3]1[C:8]([CH2:9][N:10]2[CH2:15][CH2:14][CH:13](/[CH:16]=[CH:17]/[C:18]3[CH:23]=[CH:22][CH:21]=[CH:20][C:19]=3[O:24][CH2:25][CH:26]3[CH2:31][CH2:30][CH2:29][CH2:28][CH2:27]3)[CH2:12][CH2:11]2)=[CH:7][CH:6]=[CH:5][N:4]=1.Cl.C[OH:34].[C:35](=[O:38])([O-:37])[O-].[Na+].[Na+].